From a dataset of Full USPTO retrosynthesis dataset with 1.9M reactions from patents (1976-2016). Predict the reactants needed to synthesize the given product. Given the product [CH2:1]([O:5][C:6]([N:8]1[CH2:9][CH2:10][N:11]([C:14](=[O:35])[CH2:15][NH:16][C:17]([C:19]2[N:20]=[C:21]([C:29]3[CH:30]=[CH:31][CH:32]=[CH:33][CH:34]=3)[S:22][C:23]=2[NH:24][CH2:25][CH2:26][C:27]([OH:38])=[O:28])=[O:18])[CH2:12][CH2:13]1)=[O:7])[CH2:2][CH2:3][CH3:4], predict the reactants needed to synthesize it. The reactants are: [CH2:1]([O:5][C:6]([N:8]1[CH2:13][CH2:12][N:11]([C:14](=[O:35])[CH2:15][NH:16][C:17]([C:19]2[N:20]=[C:21]([C:29]3[CH:34]=[CH:33][CH:32]=[CH:31][CH:30]=3)[S:22][C:23]=2[NH:24][CH2:25][CH2:26][CH2:27][OH:28])=[O:18])[CH2:10][CH2:9]1)=[O:7])[CH2:2][CH2:3][CH3:4].C(OC1C(OC(=O)C)=C(I)C=CC=1)(=[O:38])C.CC1(C)N([O])C(C)(C)CCC1.Cl.